From a dataset of Forward reaction prediction with 1.9M reactions from USPTO patents (1976-2016). Predict the product of the given reaction. Given the reactants [NH:1]1[CH2:4][CH:3]([C:5]2[CH:6]=[CH:7][C:8]3[O:17][CH2:16][CH2:15][C:14]4[S:13][C:12]([C:18]5[N:19]([CH:23]([CH3:25])[CH3:24])[N:20]=[CH:21][N:22]=5)=[N:11][C:10]=4[C:9]=3[CH:26]=2)[CH2:2]1.[C:27]([O-])(=[O:31])[C@H:28]([CH3:30])[OH:29].[Na+], predict the reaction product. The product is: [OH:29][C@@H:28]([CH3:30])[C:27]([N:1]1[CH2:4][CH:3]([C:5]2[CH:6]=[CH:7][C:8]3[O:17][CH2:16][CH2:15][C:14]4[S:13][C:12]([C:18]5[N:19]([CH:23]([CH3:24])[CH3:25])[N:20]=[CH:21][N:22]=5)=[N:11][C:10]=4[C:9]=3[CH:26]=2)[CH2:2]1)=[O:31].